Dataset: Full USPTO retrosynthesis dataset with 1.9M reactions from patents (1976-2016). Task: Predict the reactants needed to synthesize the given product. (1) Given the product [Br:1][C:2]1[CH:10]=[C:9]2[C:5]([C:6]([C:14]([O:16][CH3:17])=[O:15])=[CH:7][N:8]2[CH:11]([CH3:13])[CH3:12])=[CH:4][CH:3]=1, predict the reactants needed to synthesize it. The reactants are: [Br:1][C:2]1[CH:10]=[C:9]2[C:5]([C:6]([C:14]([OH:16])=[O:15])=[CH:7][N:8]2[CH:11]([CH3:13])[CH3:12])=[CH:4][CH:3]=1.[C:17](=O)([O-])[O-].[K+].[K+].IC.O. (2) Given the product [CH3:26][C:23]1[CH:22]=[N:21][C:20]([NH:1][CH2:2][CH:3]2[CH2:8][CH2:7][N:6]([C:9]([O:11][CH2:12][C:13]3[CH:14]=[CH:15][CH:16]=[CH:17][CH:18]=3)=[O:10])[CH2:5][CH2:4]2)=[N:25][CH:24]=1, predict the reactants needed to synthesize it. The reactants are: [NH2:1][CH2:2][CH:3]1[CH2:8][CH2:7][N:6]([C:9]([O:11][CH2:12][C:13]2[CH:18]=[CH:17][CH:16]=[CH:15][CH:14]=2)=[O:10])[CH2:5][CH2:4]1.Cl[C:20]1[N:25]=[CH:24][C:23]([CH3:26])=[CH:22][N:21]=1. (3) Given the product [CH2:9]1[C:10]2([CH2:15][CH2:14][N:13]([C:34]([NH:33][C@@H:28]([CH2:27][C:26]([F:25])([F:37])[CH3:36])[C:29]([O:31][CH3:32])=[O:30])=[O:35])[CH2:12][CH2:11]2)[CH2:8]1, predict the reactants needed to synthesize it. The reactants are: FC(F)(F)C(O)=O.[CH2:8]1[C:10]2([CH2:15][CH2:14][NH:13][CH2:12][CH2:11]2)[CH2:9]1.CCN(C(C)C)C(C)C.[F:25][C:26]([F:37])([CH3:36])[CH2:27][C@H:28]([N:33]=[C:34]=[O:35])[C:29]([O:31][CH3:32])=[O:30]. (4) Given the product [C:1]1([C:7]([NH:9][CH:10]2[CH2:15][CH:14]([C:16]3[CH:21]=[CH:20][C:19]([C:22]([F:24])([F:23])[F:25])=[CH:18][CH:17]=3)[CH2:13][N:12]([C:26]([N:28]3[CH2:29][CH2:30][CH:31]([C:34]([OH:36])=[O:35])[CH2:32][CH2:33]3)=[O:27])[CH2:11]2)=[O:8])[CH:2]=[CH:3][CH:4]=[CH:5][CH:6]=1, predict the reactants needed to synthesize it. The reactants are: [C:1]1([C:7]([NH:9][CH:10]2[CH2:15][CH:14]([C:16]3[CH:21]=[CH:20][C:19]([C:22]([F:25])([F:24])[F:23])=[CH:18][CH:17]=3)[CH2:13][N:12]([C:26]([N:28]3[CH2:33][CH2:32][CH:31]([C:34]([O:36]C)=[O:35])[CH2:30][CH2:29]3)=[O:27])[CH2:11]2)=[O:8])[CH:6]=[CH:5][CH:4]=[CH:3][CH:2]=1.[OH-].[Li+]. (5) Given the product [C:1]([CH:4]1[CH:14]=[C:13]([OH:15])[CH:12]=[CH:11][CH:5]1/[CH:6]=[CH:7]/[C:8]([OH:10])=[O:9])(=[O:3])[CH3:2], predict the reactants needed to synthesize it. The reactants are: [C:1]([C:4]1[CH:14]=[C:13]([OH:15])[CH:12]=[CH:11][C:5]=1/[CH:6]=[CH:7]/[C:8]([OH:10])=[O:9])(=[O:3])[CH3:2]. (6) Given the product [F:1][C:2]1[CH:3]=[C:4]([C:8]2[CH:9]=[C:10]([CH3:34])[C:11]([O:32][CH3:33])=[C:12]([CH2:14][NH:15][C:16]3[C:17]([CH3:31])=[C:18]([CH:27]=[CH:28][C:29]=3[CH3:30])[O:19][CH2:20][C:21]([OH:23])=[O:22])[CH:13]=2)[CH:5]=[CH:6][CH:7]=1, predict the reactants needed to synthesize it. The reactants are: [F:1][C:2]1[CH:3]=[C:4]([C:8]2[CH:9]=[C:10]([CH3:34])[C:11]([O:32][CH3:33])=[C:12]([CH2:14][NH:15][C:16]3[C:17]([CH3:31])=[C:18]([CH:27]=[CH:28][C:29]=3[CH3:30])[O:19][CH2:20][C:21]([O:23]C(C)C)=[O:22])[CH:13]=2)[CH:5]=[CH:6][CH:7]=1.[Li+].[OH-]. (7) Given the product [CH2:3]([O:7][C:9]1[N:10]=[CH:11][N:12]=[C:13]([O:15][CH:16]2[CH2:22][CH2:21][CH2:20][CH2:19][CH2:18][CH2:17]2)[CH:14]=1)[C:4]#[C:5][CH3:6], predict the reactants needed to synthesize it. The reactants are: [H-].[Na+].[CH2:3]([OH:7])[C:4]#[C:5][CH3:6].Cl[C:9]1[CH:14]=[C:13]([O:15][CH:16]2[CH2:22][CH2:21][CH2:20][CH2:19][CH2:18][CH2:17]2)[N:12]=[CH:11][N:10]=1.[Cl-].[NH4+]. (8) Given the product [Cl:1][C:2]1[CH:7]=[CH:6][CH:5]=[C:4]([F:8])[C:3]=1[C:9]1([OH:35])[C:17]2[C:12](=[CH:13][C:14]([S:38]([CH3:45])(=[O:42])=[O:40])=[CH:15][C:16]=2[C:18]([F:20])([F:21])[F:19])[N:11]([CH2:24][C@H:25]2[CH2:28][C@H:27]([N:29]([CH2:32][CH3:33])[CH2:30][CH3:31])[CH2:26]2)[C:10]1=[O:34], predict the reactants needed to synthesize it. The reactants are: [Cl:1][C:2]1[CH:7]=[CH:6][CH:5]=[C:4]([F:8])[C:3]=1[C:9]1([OH:35])[C:17]2[C:12](=[CH:13][C:14](SC)=[CH:15][C:16]=2[C:18]([F:21])([F:20])[F:19])[N:11]([CH2:24][C@H:25]2[CH2:28][C@H:27]([N:29]([CH2:32][CH3:33])[CH2:30][CH3:31])[CH2:26]2)[C:10]1=[O:34].OO.[S:38]([O-:42])([O-])(=[O:40])=S.[Na+].[Na+].[C:45](O)(=O)C. (9) Given the product [F:21][C:19]([F:22])([F:20])[C:14]1[CH:13]=[C:12]([CH2:11][CH2:10][NH:9][CH2:8][C:7]2[CH:6]=[C:5]3[C:4](=[CH:24][CH:23]=2)[C:1]2([CH2:2][CH2:3]2)[CH2:26][CH2:25]3)[CH:17]=[CH:16][CH:15]=1, predict the reactants needed to synthesize it. The reactants are: [CH:1]1([C:4]2[CH:24]=[CH:23][C:7]([CH2:8][NH:9][CH2:10][CH2:11][C:12]3[CH:17]=[CH:16][C:15](F)=[C:14]([C:19]([F:22])([F:21])[F:20])[CH:13]=3)=[CH:6][CH:5]=2)[CH2:3][CH2:2]1.[C:25]12(CC1)C1C(=CC(C=O)=CC=1)C[CH2:26]2.FC(F)(F)C1C=C(CCN)C=CC=1.[BH4-].[Na+].